Task: Binary Classification. Given a drug SMILES string, predict its activity (active/inactive) in a high-throughput screening assay against a specified biological target.. Dataset: KCNQ2 potassium channel screen with 302,405 compounds (1) The compound is O(CC(=O)Nc1c(ccc([N+]([O-])=O)c1)C)CC. The result is 0 (inactive). (2) The compound is O(CC(=O)N1C(CCC1)C(O)=O)c1c(c2oc(=O)cc(c2cc1)CCC)C. The result is 0 (inactive). (3) The compound is s1c2nc3n(c(=O)c2cc1C(=O)NCCCOC)cccc3C. The result is 0 (inactive).